From a dataset of Peptide-MHC class I binding affinity with 185,985 pairs from IEDB/IMGT. Regression. Given a peptide amino acid sequence and an MHC pseudo amino acid sequence, predict their binding affinity value. This is MHC class I binding data. (1) The peptide sequence is WQFGPSTYY. The MHC is HLA-A69:01 with pseudo-sequence HLA-A69:01. The binding affinity (normalized) is 0.0847. (2) The peptide sequence is KSPSAPPI. The MHC is H-2-Kb with pseudo-sequence H-2-Kb. The binding affinity (normalized) is 0.110. (3) The peptide sequence is KLEGDSTDL. The MHC is HLA-A02:01 with pseudo-sequence HLA-A02:01. The binding affinity (normalized) is 0.297. (4) The peptide sequence is TLLLLGLMIL. The MHC is HLA-A02:01 with pseudo-sequence HLA-A02:01. The binding affinity (normalized) is 0.635. (5) The binding affinity (normalized) is 0.181. The peptide sequence is SLSAYIIRVT. The MHC is HLA-A68:02 with pseudo-sequence HLA-A68:02. (6) The peptide sequence is LIYRQLTSNV. The MHC is HLA-A02:06 with pseudo-sequence HLA-A02:06. The binding affinity (normalized) is 0.526. (7) The peptide sequence is AAFLDDNAF. The MHC is HLA-B58:01 with pseudo-sequence HLA-B58:01. The binding affinity (normalized) is 0.0847. (8) The MHC is HLA-A31:01 with pseudo-sequence HLA-A31:01. The binding affinity (normalized) is 0.920. The peptide sequence is TSAICSVVRR. (9) The peptide sequence is YVKSPKFSK. The MHC is HLA-A11:01 with pseudo-sequence HLA-A11:01. The binding affinity (normalized) is 0.486.